From a dataset of Peptide-MHC class II binding affinity with 134,281 pairs from IEDB. Regression. Given a peptide amino acid sequence and an MHC pseudo amino acid sequence, predict their binding affinity value. This is MHC class II binding data. (1) The peptide sequence is EAMDTISVFLHSEEG. The MHC is DRB1_1301 with pseudo-sequence DRB1_1301. The binding affinity (normalized) is 0.304. (2) The peptide sequence is TATELNNALQNLART. The MHC is DRB1_1101 with pseudo-sequence DRB1_1101. The binding affinity (normalized) is 0.0614.